Dataset: Forward reaction prediction with 1.9M reactions from USPTO patents (1976-2016). Task: Predict the product of the given reaction. (1) The product is: [CH3:3][C:2]([OH:16])([C:4]([C:6]1[CH:11]=[CH:10][C:9]([O:12][CH2:13][CH2:14][OH:15])=[CH:8][CH:7]=1)=[O:5])[CH3:1].[CH2:19]([C:20]([O-:5])=[O:21])[CH2:18][C:17]([O-:22])=[O:23]. Given the reactants [CH3:1][C:2]([OH:16])([C:4]([C:6]1[CH:11]=[CH:10][C:9]([O:12][CH2:13][CH2:14][OH:15])=[CH:8][CH:7]=1)=[O:5])[CH3:3].[C:17]1(=[O:23])[O:22][C:20](=[O:21])[CH2:19][CH2:18]1, predict the reaction product. (2) Given the reactants C1(C2N3N=CC(C#N)=C3N=CC=2C2C=CC(OCC3C=CC=C(C(F)(F)F)C=3)=CC=2)CCCCC1.[CH:36]1([C:42]2[N:47]3[N:48]=[CH:49][C:50]([C:51]4[NH:55][N:54]=[N:53][N:52]=4)=[C:46]3[N:45]=[CH:44][C:43]=2[C:56]2[CH:61]=[CH:60][C:59]([O:62][CH2:63][C:64]3[CH:69]=[CH:68][CH:67]=[C:66]([C:70]([F:73])([F:72])[F:71])[CH:65]=3)=[CH:58][CH:57]=2)[CH2:41][CH2:40][CH2:39][CH2:38][CH2:37]1.N1C=NN=N1, predict the reaction product. The product is: [CH:36]1([C:42]2[N:47]3[N:48]=[CH:49][C:50]([C:51]4[NH:55][N:54]=[N:53][N:52]=4)=[C:46]3[N:45]=[CH:44][C:43]=2[C:56]2[CH:57]=[CH:58][C:59]([O:62][CH2:63][C:64]3[CH:69]=[CH:68][CH:67]=[C:66]([C:70]([F:73])([F:72])[F:71])[CH:65]=3)=[CH:60][CH:61]=2)[CH2:37][CH2:38][CH2:39][CH2:40][CH2:41]1. (3) Given the reactants [OH-].[K+].C[O:4][C:5](=[O:20])[C:6]1[CH:11]=[CH:10][C:9]([C:12]#[C:13][C:14]#[C:15][Si](C)(C)C)=[CH:8][CH:7]=1, predict the reaction product. The product is: [C:12]([C:9]1[CH:8]=[CH:7][C:6]([C:5]([OH:20])=[O:4])=[CH:11][CH:10]=1)#[C:13][C:14]#[CH:15]. (4) The product is: [Cl:1][C:2]1[CH:38]=[CH:37][C:5]2[NH:6][C:7](=[O:31])[CH2:8][NH:9][C@@:10]([C@H:11]([O:14][C:15]3[CH:16]=[C:17]([O:23][CH3:24])[CH:18]=[C:19]([O:21][CH3:22])[CH:20]=3)[C:12]([OH:13])=[O:41])([C:25]3[CH:26]=[CH:27][CH:28]=[CH:29][CH:30]=3)[C:4]=2[CH:3]=1. Given the reactants [Cl:1][C:2]1[CH:38]=[CH:37][C:5]2[N:6](COC(=O)C)[C:7](=[O:31])[CH2:8][N:9]3[C:12](=[O:13])[C@@H:11]([O:14][C:15]4[CH:20]=[C:19]([O:21][CH3:22])[CH:18]=[C:17]([O:23][CH3:24])[CH:16]=4)[C@:10]3([C:25]3[CH:30]=[CH:29][CH:28]=[CH:27][CH:26]=3)[C:4]=2[CH:3]=1.O[Li].[OH2:41], predict the reaction product. (5) Given the reactants [OH:1][C:2]1[CH:10]=[C:9]([CH2:11][CH2:12][CH2:13][CH2:14][CH3:15])[CH:8]=[C:7]([OH:16])[C:3]=1[C:4]([OH:6])=[O:5].[N+](=[CH2:19])=[N-], predict the reaction product. The product is: [OH:1][C:2]1[CH:10]=[C:9]([CH2:11][CH2:12][CH2:13][CH2:14][CH3:15])[CH:8]=[C:7]([OH:16])[C:3]=1[C:4]([O:6][CH3:19])=[O:5]. (6) Given the reactants Cl.[NH2:2][C:3]1[C:4]([C:13]([NH:15][C@:16]([CH:22]2[CH2:27][CH2:26][CH2:25][CH2:24][CH2:23]2)([C:18]([O:20][CH3:21])=[O:19])[CH3:17])=[O:14])=[CH:5][C:6]2[C:11]([CH:12]=1)=[CH:10][CH:9]=[CH:8][CH:7]=2.[Cl:28][C:29]1[CH:34]=[C:33]([O:35][C:36]([F:39])([F:38])[F:37])[CH:32]=[C:31]([Cl:40])[C:30]=1[N:41]=[C:42]=[O:43].CCCCCC.C(OCC)(=O)C, predict the reaction product. The product is: [CH:22]1([C@@:16]([C:18]([O:20][CH3:21])=[O:19])([CH3:17])[NH:15][C:13]([C:4]2[C:3]([NH:2][C:42]([NH:41][C:30]3[C:31]([Cl:40])=[CH:32][C:33]([O:35][C:36]([F:37])([F:38])[F:39])=[CH:34][C:29]=3[Cl:28])=[O:43])=[CH:12][C:11]3[C:6](=[CH:7][CH:8]=[CH:9][CH:10]=3)[CH:5]=2)=[O:14])[CH2:23][CH2:24][CH2:25][CH2:26][CH2:27]1. (7) Given the reactants [Br:1][C:2]1[N:6]2[CH:7]=[C:8](Br)[CH:9]=[C:10]([C:11]([F:14])([F:13])[F:12])[C:5]2=[N:4][C:3]=1[C:16]([N:18]1[CH2:22][CH2:21][CH:20]([C:23]2[CH:28]=[CH:27][C:26]([F:29])=[CH:25][CH:24]=2)[CH2:19]1)=[O:17].[O:30]1[CH:34]=[CH:33][C:32](B(O)O)=[CH:31]1, predict the reaction product. The product is: [Br:1][C:2]1[N:6]2[CH:7]=[C:8]([C:32]3[CH:33]=[CH:34][O:30][CH:31]=3)[CH:9]=[C:10]([C:11]([F:12])([F:13])[F:14])[C:5]2=[N:4][C:3]=1[C:16]([N:18]1[CH2:22][CH2:21][CH:20]([C:23]2[CH:28]=[CH:27][C:26]([F:29])=[CH:25][CH:24]=2)[CH2:19]1)=[O:17].